From a dataset of Full USPTO retrosynthesis dataset with 1.9M reactions from patents (1976-2016). Predict the reactants needed to synthesize the given product. (1) Given the product [ClH:29].[N:31]1([CH2:30][C:25]2[CH:24]=[C:23]([CH:28]=[C:27]([Cl:29])[CH:26]=2)/[CH:22]=[CH:21]/[C:18]2[CH:19]=[CH:20][C:15]([N:12]3[CH2:11][CH2:10][NH:9][CH2:14][CH2:13]3)=[CH:16][CH:17]=2)[CH:35]=[CH:34][N:33]=[CH:32]1, predict the reactants needed to synthesize it. The reactants are: Cl.C(OC([N:9]1[CH2:14][CH2:13][N:12]([C:15]2[CH:20]=[CH:19][C:18](/[CH:21]=[CH:22]/[C:23]3[CH:28]=[C:27]([Cl:29])[CH:26]=[C:25]([CH2:30][N:31]4[CH:35]=[CH:34][N:33]=[CH:32]4)[CH:24]=3)=[CH:17][CH:16]=2)[CH2:11][CH2:10]1)=O)(C)(C)C. (2) Given the product [Cl:1][C:2]1[CH:31]=[CH:30][C:5]([CH2:6][N:7]2[C:15]3[C:10](=[CH:11][C:12](/[CH:16]=[C:17]4/[C:18](=[O:29])[N:19]([CH2:23][C:24]5[N:25]([S:37]([CH3:36])(=[O:39])=[O:38])[CH:26]=[CH:27][N:28]=5)[C:20](=[O:22])[S:21]/4)=[CH:13][CH:14]=3)[CH:9]=[N:8]2)=[C:4]([C:32]([F:35])([F:34])[F:33])[CH:3]=1, predict the reactants needed to synthesize it. The reactants are: [Cl:1][C:2]1[CH:31]=[CH:30][C:5]([CH2:6][N:7]2[C:15]3[C:10](=[CH:11][C:12](/[CH:16]=[C:17]4/[C:18](=[O:29])[N:19]([CH2:23][C:24]5[NH:25][CH:26]=[CH:27][N:28]=5)[C:20](=[O:22])[S:21]/4)=[CH:13][CH:14]=3)[CH:9]=[N:8]2)=[C:4]([C:32]([F:35])([F:34])[F:33])[CH:3]=1.[CH3:36][S:37](Cl)(=[O:39])=[O:38]. (3) Given the product [F:19][C:14]1[CH:15]=[CH:16][CH:17]=[C:18]2[C:13]=1[O:12][CH2:11][CH2:10][C@H:9]2[NH:8][C:6]1[C:5]([N+:20]([O-:22])=[O:21])=[CH:4][N:3]=[C:2]([N:25]2[C:26]3[CH:27]=[N:28][CH:29]=[CH:30][C:31]=3[N:23]=[CH:24]2)[N:7]=1, predict the reactants needed to synthesize it. The reactants are: Cl[C:2]1[N:7]=[C:6]([NH:8][C@H:9]2[C:18]3[C:13](=[C:14]([F:19])[CH:15]=[CH:16][CH:17]=3)[O:12][CH2:11][CH2:10]2)[C:5]([N+:20]([O-:22])=[O:21])=[CH:4][N:3]=1.[N:23]1[C:31]2[CH:30]=[CH:29][N:28]=[CH:27][C:26]=2[NH:25][CH:24]=1.C(=O)([O-])[O-].[K+].[K+]. (4) Given the product [O:17]1[CH2:18][CH2:19][CH:14]([N:6]2[CH:5]=[C:4]([I:3])[CH:8]=[N:7]2)[CH2:15][CH2:16]1, predict the reactants needed to synthesize it. The reactants are: [H-].[Na+].[I:3][C:4]1[CH:5]=[N:6][NH:7][CH:8]=1.CS(O[CH:14]1[CH2:19][CH2:18][O:17][CH2:16][CH2:15]1)(=O)=O.O. (5) Given the product [C:1]([O-:13])(=[O:12])[CH2:2][C:3]([CH2:8][C:9]([O-:11])=[O:10])([C:5]([O-:7])=[O:6])[OH:4].[Cu+3:14], predict the reactants needed to synthesize it. The reactants are: [C:1]([OH:13])(=[O:12])[CH2:2][C:3]([CH2:8][C:9]([OH:11])=[O:10])([C:5]([OH:7])=[O:6])[OH:4].[Cu:14].[Al].C([O-])(=O)CC(CC([O-])=O)(C([O-])=O)O.[Na+].[Na+].[Na+]. (6) Given the product [CH3:1][C:2]1[CH:14]=[C:13]([C:15]2[CH2:19][C@:18]([C:24]3[CH:29]=[C:28]([Cl:30])[C:27]([Cl:31])=[C:26]([Cl:32])[CH:25]=3)([C:20]([F:23])([F:22])[F:21])[O:17][N:16]=2)[CH:12]=[CH:11][C:3]=1[C:4]([OH:6])=[O:5], predict the reactants needed to synthesize it. The reactants are: [CH3:1][C:2]1[CH:14]=[C:13]([C:15]2[CH2:19][C@:18]([C:24]3[CH:29]=[C:28]([Cl:30])[C:27]([Cl:31])=[C:26]([Cl:32])[CH:25]=3)([C:20]([F:23])([F:22])[F:21])[O:17][N:16]=2)[CH:12]=[CH:11][C:3]=1[C:4]([O:6]C(C)(C)C)=[O:5].FC(F)(F)C(O)=O. (7) Given the product [C:24]([O:28][C:29]([N:31]1[CH2:36][CH2:35][CH:34]([CH:37]([NH:42][C:15](=[O:16])[C:14]2[CH:13]=[CH:12][C:11]([C:9]3[O:10][C:6]4[C:5]([CH:21]([CH3:23])[CH3:22])=[CH:4][C:3]([C:1]#[N:2])=[CH:20][C:7]=4[N:8]=3)=[CH:19][CH:18]=2)[C:38]([O:40][CH3:41])=[O:39])[CH2:33][CH2:32]1)=[O:30])([CH3:27])([CH3:26])[CH3:25], predict the reactants needed to synthesize it. The reactants are: [C:1]([C:3]1[CH:4]=[C:5]([CH:21]([CH3:23])[CH3:22])[C:6]2[O:10][C:9]([C:11]3[CH:19]=[CH:18][C:14]([C:15](O)=[O:16])=[CH:13][CH:12]=3)=[N:8][C:7]=2[CH:20]=1)#[N:2].[C:24]([O:28][C:29]([N:31]1[CH2:36][CH2:35][CH:34]([CH:37]([NH2:42])[C:38]([O:40][CH3:41])=[O:39])[CH2:33][CH2:32]1)=[O:30])([CH3:27])([CH3:26])[CH3:25].F[P-](F)(F)(F)(F)F.Br[P+](N1CCCC1)(N1CCCC1)N1CCCC1.C(N(CC)C(C)C)(C)C. (8) Given the product [CH2:41]([NH:40][NH:39][C:37]([N:14]1[CH2:15][C@H:16]([O:18][C:19]2[C:28]3[C:23](=[CH:24][C:25]([O:29][CH3:30])=[CH:26][CH:27]=3)[N:22]=[C:21]([C:31]3[CH:36]=[CH:35][CH:34]=[CH:33][CH:32]=3)[CH:20]=2)[CH2:17][C@H:13]1[C:12]([NH:11][C@:6]1([C:4]([OH:5])=[O:3])[CH2:8][C@H:7]1[CH:9]=[CH2:10])=[O:48])=[O:38])[C:42]1[CH:43]=[CH:44][CH:45]=[CH:46][CH:47]=1, predict the reactants needed to synthesize it. The reactants are: C([O:3][C:4]([C@@:6]1([NH:11][C:12](=[O:48])[C@@H:13]2[CH2:17][C@@H:16]([O:18][C:19]3[C:28]4[C:23](=[CH:24][C:25]([O:29][CH3:30])=[CH:26][CH:27]=4)[N:22]=[C:21]([C:31]4[CH:36]=[CH:35][CH:34]=[CH:33][CH:32]=4)[CH:20]=3)[CH2:15][N:14]2[C:37]([NH:39][NH:40][CH2:41][C:42]2[CH:47]=[CH:46][CH:45]=[CH:44][CH:43]=2)=[O:38])[CH2:8][C@H:7]1[CH:9]=[CH2:10])=[O:5])C.[Li+].[OH-].Cl. (9) Given the product [Cl:1][C:2]1[CH:7]=[C:6]([O:8][CH2:44][CH:45]2[CH2:50][CH2:49][S:48](=[O:52])(=[O:51])[CH2:47][CH2:46]2)[CH:5]=[CH:4][C:3]=1[C:9]1[CH:14]=[CH:13][CH:12]=[C:11]([CH2:15][O:16][C:17]2[CH:22]=[CH:21][C:20]([C:23]3([CH2:27][C:28]([O:30][CH2:31][CH3:32])=[O:29])[CH2:24][O:25][CH2:26]3)=[CH:19][CH:18]=2)[CH:10]=1, predict the reactants needed to synthesize it. The reactants are: [Cl:1][C:2]1[CH:7]=[C:6]([OH:8])[CH:5]=[CH:4][C:3]=1[C:9]1[CH:14]=[CH:13][CH:12]=[C:11]([CH2:15][O:16][C:17]2[CH:22]=[CH:21][C:20]([C:23]3([CH2:27][C:28]([O:30][CH2:31][CH3:32])=[O:29])[CH2:26][O:25][CH2:24]3)=[CH:19][CH:18]=2)[CH:10]=1.CC1C=CC(S(O[CH2:44][CH:45]2[CH2:50][CH2:49][S:48](=[O:52])(=[O:51])[CH2:47][CH2:46]2)(=O)=O)=CC=1.C(=O)([O-])[O-].[Cs+].[Cs+].